Dataset: Catalyst prediction with 721,799 reactions and 888 catalyst types from USPTO. Task: Predict which catalyst facilitates the given reaction. (1) Product: [NH2:36][C:35]1[N:27]=[CH:28][N:29]=[C:30]2[C:34]=1[N:33]=[CH:32][N:31]2[CH2:19][C:8]1[N:7]([C:2]2[CH:3]=[CH:4][CH:5]=[CH:6][C:1]=2[C:21]2[CH:26]=[CH:25][CH:24]=[CH:23][CH:22]=2)[C:16](=[O:17])[C:15]2[C:10](=[CH:11][CH:12]=[CH:13][C:14]=2[Cl:18])[N:9]=1. The catalyst class is: 3. Reactant: [C:1]1([C:21]2[CH:26]=[CH:25][CH:24]=[CH:23][CH:22]=2)[CH:6]=[CH:5][CH:4]=[CH:3][C:2]=1[N:7]1[C:16](=[O:17])[C:15]2[C:10](=[CH:11][CH:12]=[CH:13][C:14]=2[Cl:18])[N:9]=[C:8]1[CH2:19]Cl.[N:27]1[C:35]([NH2:36])=[C:34]2[C:30]([N:31]=[CH:32][NH:33]2)=[N:29][CH:28]=1.C([O-])([O-])=O.[K+].[K+]. (2) Reactant: Cl[CH2:2][C:3]1[N:4]=[C:5]2[CH:10]=[CH:9][C:8]([N:11]3[CH:16]=[CH:15][C:14]([O:17][CH2:18][C:19]4[CH:24]=[CH:23][C:22]([F:25])=[CH:21][CH:20]=4)=[CH:13][C:12]3=[O:26])=[CH:7][N:6]2[C:27]=1[CH3:28].C[Si]([C:33]#[N:34])(C)C.CCCC[N+](CCCC)(CCCC)CCCC.[F-]. Product: [F:25][C:22]1[CH:23]=[CH:24][C:19]([CH2:18][O:17][C:14]2[CH:15]=[CH:16][N:11]([C:8]3[CH:9]=[CH:10][C:5]4[N:6]([C:27]([CH3:28])=[C:3]([CH2:2][C:33]#[N:34])[N:4]=4)[CH:7]=3)[C:12](=[O:26])[CH:13]=2)=[CH:20][CH:21]=1. The catalyst class is: 1. (3) Reactant: [NH2:1][C:2]1[C:3]([CH3:22])=[C:4]([CH:19]=[CH:20][CH:21]=1)[O:5][CH2:6][C@@H:7]1[CH2:11][CH2:10][CH2:9][N:8]1[C:12]([O:14][C:15]([CH3:18])([CH3:17])[CH3:16])=[O:13].C([O-])(=O)C.[K+].C(OC(=O)C)(=O)C.C(O[N:41]=O)CC(C)C. Product: [NH:1]1[C:2]2[C:3](=[C:4]([O:5][CH2:6][C@@H:7]3[CH2:11][CH2:10][CH2:9][N:8]3[C:12]([O:14][C:15]([CH3:18])([CH3:17])[CH3:16])=[O:13])[CH:19]=[CH:20][CH:21]=2)[CH:22]=[N:41]1. The catalyst class is: 48. (4) Reactant: [NH2:1][C:2]1[N:7]([CH3:8])[C:6](=[O:9])[NH:5][C:4](=[O:10])[CH:3]=1.C(O[CH:14](OCC)[CH2:15][CH:16](OCC)OCC)C. Product: [CH3:8][N:7]1[C:2]2[N:1]=[CH:14][CH:15]=[CH:16][C:3]=2[C:4](=[O:10])[NH:5][C:6]1=[O:9]. The catalyst class is: 40. (5) Reactant: [Si:1](Cl)([C:4]([CH3:7])([CH3:6])[CH3:5])([CH3:3])[CH3:2].N1C=CN=C1.CN(C=O)C.[NH2:19][C:20]1[CH:21]=[C:22]([OH:26])[CH:23]=[CH:24][CH:25]=1. Product: [Si:1]([O:26][C:22]1[CH:21]=[C:20]([NH2:19])[CH:25]=[CH:24][CH:23]=1)([C:4]([CH3:7])([CH3:6])[CH3:5])([CH3:3])[CH3:2]. The catalyst class is: 6. (6) Reactant: [ClH:1].[CH3:2][C:3]1[CH:8]=[CH:7][C:6]([S:9]([N:12]2[CH2:16][CH2:15][CH2:14][CH2:13]2)(=[O:11])=[O:10])=[CH:5][C:4]=1[C:17]1[CH:22]=[CH:21][CH:20]=[C:19]([CH2:23][C@H:24]([NH:38][C:39]([C@H:41]2[CH2:46][CH2:45][C@H:44]([CH2:47][NH:48]C(=O)OC(C)(C)C)[CH2:43][CH2:42]2)=[O:40])[C:25](=[O:37])[NH:26][C:27]2[CH:36]=[CH:35][C:30]3[NH:31][C:32](=[O:34])[NH:33][C:29]=3[CH:28]=2)[CH:18]=1.C(#N)C. Product: [ClH:1].[NH2:48][CH2:47][C@H:44]1[CH2:43][CH2:42][C@H:41]([C:39]([NH:38][C@@H:24]([CH2:23][C:19]2[CH:18]=[C:17]([C:4]3[CH:5]=[C:6]([S:9]([N:12]4[CH2:16][CH2:15][CH2:14][CH2:13]4)(=[O:10])=[O:11])[CH:7]=[CH:8][C:3]=3[CH3:2])[CH:22]=[CH:21][CH:20]=2)[C:25](=[O:37])[NH:26][C:27]2[CH:36]=[CH:35][C:30]3[NH:31][C:32](=[O:34])[NH:33][C:29]=3[CH:28]=2)=[O:40])[CH2:46][CH2:45]1. The catalyst class is: 12. (7) Reactant: [CH3:1][N:2]([CH3:25])[CH2:3][CH:4]([C:6]1[C:14]2[C:9](=[CH:10][C:11]([C:17]3[CH:22]=[CH:21][CH:20]=[CH:19][CH:18]=3)=[CH:12][C:13]=2[O:15][CH3:16])[N:8]([CH2:23][CH3:24])[CH:7]=1)O.C([SiH](CC)CC)C.FC(F)(F)C(O)=O. Product: [CH2:23]([N:8]1[C:9]2[C:14](=[C:13]([O:15][CH3:16])[CH:12]=[C:11]([C:17]3[CH:22]=[CH:21][CH:20]=[CH:19][CH:18]=3)[CH:10]=2)[C:6]([CH2:4][CH2:3][N:2]([CH3:25])[CH3:1])=[CH:7]1)[CH3:24]. The catalyst class is: 2. (8) Reactant: [N:1]1[CH:6]=[CH:5][CH:4]=[C:3]([O:7][CH2:8][C:9]2[CH:17]=[CH:16][C:12]([C:13](O)=[O:14])=[C:11]([C:18]3[CH:23]=[CH:22][CH:21]=[CH:20][CH:19]=3)[CH:10]=2)[CH:2]=1.Cl.[CH3:25][O:26][C:27](=[O:31])[C@H:28]([CH3:30])[NH2:29].Cl.CN(C)CCCN=C=NCC.ON1C(=O)C2C=CC=CC=2N=N1.C(=O)(O)[O-].[Na+]. Product: [CH3:25][O:26][C:27](=[O:31])[C@H:28]([CH3:30])[NH:29][C:13](=[O:14])[C:12]1[CH:16]=[CH:17][C:9]([CH2:8][O:7][C:3]2[CH:2]=[N:1][CH:6]=[CH:5][CH:4]=2)=[CH:10][C:11]=1[C:18]1[CH:19]=[CH:20][CH:21]=[CH:22][CH:23]=1. The catalyst class is: 289. (9) Reactant: [CH3:1][N:2]1[C:10]2[C:5](=[C:6]([NH2:11])[CH:7]=[CH:8][CH:9]=2)[CH:4]=[N:3]1.[N:12]([C:15]1[CH:20]=[C:19]([S:21]([CH3:24])(=[O:23])=[O:22])[CH:18]=[CH:17][C:16]=1[O:25][CH3:26])=[C:13]=[S:14]. Product: [CH3:24][S:21]([C:19]1[CH:18]=[CH:17][C:16]([O:25][CH3:26])=[C:15]([NH:12][C:13]([NH:11][C:6]2[CH:7]=[CH:8][CH:9]=[C:10]3[C:5]=2[CH:4]=[N:3][N:2]3[CH3:1])=[S:14])[CH:20]=1)(=[O:23])=[O:22]. The catalyst class is: 16. (10) Reactant: [Cl:1][C:2]1[CH:7]=[C:6]([C:8]2[CH:9]=[CH:10][C:11]3[N:12]([C:14]([CH2:17][O:18][C:19]4[C:28]5[C:23](=[CH:24][C:25]([O:29][CH3:30])=[CH:26][CH:27]=5)[N:22]=[CH:21][CH:20]=4)=[N:15][N:16]=3)[N:13]=2)[CH:5]=[CH:4][C:3]=1[C@H:31]([NH:36][S@@](C(C)(C)C)=O)[C:32]([F:35])([F:34])[F:33]. Product: [Cl:1][C:2]1[CH:7]=[C:6]([C:8]2[CH:9]=[CH:10][C:11]3[N:12]([C:14]([CH2:17][O:18][C:19]4[C:28]5[C:23](=[CH:24][C:25]([O:29][CH3:30])=[CH:26][CH:27]=5)[N:22]=[CH:21][CH:20]=4)=[N:15][N:16]=3)[N:13]=2)[CH:5]=[CH:4][C:3]=1[C@H:31]([NH2:36])[C:32]([F:33])([F:35])[F:34]. The catalyst class is: 240.